Task: Predict the product of the given reaction.. Dataset: Forward reaction prediction with 1.9M reactions from USPTO patents (1976-2016) (1) Given the reactants [F:1][C:2]1[CH:11]=[C:10]2[C:5]([CH2:6][CH2:7][C:8](=O)[NH:9]2)=[CH:4][CH:3]=1.B.C1COCC1.CO.Cl, predict the reaction product. The product is: [F:1][C:2]1[CH:11]=[C:10]2[C:5]([CH2:6][CH2:7][CH2:8][NH:9]2)=[CH:4][CH:3]=1. (2) The product is: [CH3:1][C:2]1[CH:10]=[C:9]([N+:11]([O-:13])=[O:12])[CH:8]=[CH:7][C:3]=1[C:4]([NH2:15])=[O:5]. Given the reactants [CH3:1][C:2]1[CH:10]=[C:9]([N+:11]([O-:13])=[O:12])[CH:8]=[CH:7][C:3]=1[C:4](O)=[O:5].C[N:15](C=O)C.C(Cl)(=O)C(Cl)=O, predict the reaction product. (3) Given the reactants CCCC[N+](CCCC)(CCCC)CCCC.[F-].[OH:19][CH2:20][C@@H:21]1[C@@:26]([CH3:58])([C@H:27]2[CH2:35][CH2:34][C@@:33]3([CH3:36])[C@@H:29]([CH2:30][CH2:31][C:32]3=[CH2:37])[C@@H:28]2[CH2:38][NH:39][CH2:40][C:41]2[N:45](COCC[Si](C)(C)C)[C:44]3[CH:54]=[CH:55][CH:56]=[CH:57][C:43]=3[N:42]=2)[CH2:25][CH2:24][C@H:23]([OH:59])[CH2:22]1, predict the reaction product. The product is: [NH:42]1[C:43]2[CH:57]=[CH:56][CH:55]=[CH:54][C:44]=2[N:45]=[C:41]1[CH2:40][NH:39][CH2:38][C@@H:28]1[C@@H:27]([C@@:26]2([CH3:58])[CH2:25][CH2:24][C@H:23]([OH:59])[CH2:22][C@@H:21]2[CH2:20][OH:19])[CH2:35][CH2:34][C@@:33]2([CH3:36])[C@H:29]1[CH2:30][CH2:31][C:32]2=[CH2:37]. (4) Given the reactants C(OC([N:8]1[CH2:13][CH2:12][N:11]([C:14]([C:16]2[C:17]([CH2:31][C:32]3[CH:37]=[CH:36][CH:35]=[C:34]([F:38])[C:33]=3[CH3:39])=[C:18]([C:25]3[CH:30]=[CH:29][CH:28]=[CH:27][CH:26]=3)[N:19]3[C:24]=2[CH:23]=[CH:22][CH:21]=[CH:20]3)=[O:15])[CH2:10][CH2:9]1)=O)(C)(C)C, predict the reaction product. The product is: [F:38][C:34]1[C:33]([CH3:39])=[C:32]([CH:37]=[CH:36][CH:35]=1)[CH2:31][C:17]1[C:16]([C:14]([N:11]2[CH2:10][CH2:9][NH:8][CH2:13][CH2:12]2)=[O:15])=[C:24]2[N:19]([C:18]=1[C:25]1[CH:26]=[CH:27][CH:28]=[CH:29][CH:30]=1)[CH:20]=[CH:21][CH:22]=[CH:23]2.